Dataset: Full USPTO retrosynthesis dataset with 1.9M reactions from patents (1976-2016). Task: Predict the reactants needed to synthesize the given product. (1) Given the product [OH:33][C:25]1[CH:24]=[C:23]([O:22][CH3:21])[CH:32]=[CH:31][C:26]=1[C:27](=[O:28])[CH2:14][C:13]([O:16][C:17]([CH3:20])([CH3:19])[CH3:18])=[O:15], predict the reactants needed to synthesize it. The reactants are: C(NC(C)C)(C)C.C([Li])CCC.[C:13]([O:16][C:17]([CH3:20])([CH3:19])[CH3:18])(=[O:15])[CH3:14].[CH3:21][O:22][C:23]1[CH:24]=[C:25]([OH:33])[C:26](=[CH:31][CH:32]=1)[C:27](OC)=[O:28]. (2) Given the product [CH:13]([S:16][C:2]1[CH:12]=[CH:11][C:5]([C:6]([O:8][CH2:9][CH3:10])=[O:7])=[CH:4][CH:3]=1)([CH3:15])[CH3:14], predict the reactants needed to synthesize it. The reactants are: F[C:2]1[CH:12]=[CH:11][C:5]([C:6]([O:8][CH2:9][CH3:10])=[O:7])=[CH:4][CH:3]=1.[CH:13]([S:16][Na])([CH3:15])[CH3:14]. (3) Given the product [F:1][C:2]1[CH:3]=[C:4]([C:9]2[CH:10]=[CH:11][C:12]3[NH:18][C:17](=[S:32])[CH2:16][O:15][C:14]([CH3:21])([CH3:20])[C:13]=3[CH:22]=2)[CH:5]=[C:6]([F:8])[CH:7]=1, predict the reactants needed to synthesize it. The reactants are: [F:1][C:2]1[CH:3]=[C:4]([C:9]2[CH:10]=[CH:11][C:12]3[NH:18][C:17](=O)[CH2:16][O:15][C:14]([CH3:21])([CH3:20])[C:13]=3[CH:22]=2)[CH:5]=[C:6]([F:8])[CH:7]=1.COC1C=CC(P2(SP(C3C=CC(OC)=CC=3)(=S)S2)=[S:32])=CC=1. (4) Given the product [C:22]([O:21][C:19]([N:15]1[CH2:16][CH2:17][C:18]2[C:8]([S:7][CH2:6][C:5]3[CH:27]=[CH:28][C:2]([N:54]4[CH2:59][CH2:58][CH2:57][CH2:56][CH2:55]4)=[C:3]([F:29])[CH:4]=3)=[C:9]([Cl:26])[CH:10]=[CH:11][C:12]=2[CH2:13][CH2:14]1)=[O:20])([CH3:25])([CH3:24])[CH3:23], predict the reactants needed to synthesize it. The reactants are: Br[C:2]1[CH:28]=[CH:27][C:5]([CH2:6][S:7][C:8]2[C:18]3[CH2:17][CH2:16][N:15]([C:19]([O:21][C:22]([CH3:25])([CH3:24])[CH3:23])=[O:20])[CH2:14][CH2:13][C:12]=3[CH:11]=[CH:10][C:9]=2[Cl:26])=[CH:4][C:3]=1[F:29].CC(C)([O-])C.[Na+].C1OCCOCCOCCOCCOCCOC1.[NH:54]1[CH2:59][CH2:58][CH2:57][CH2:56][CH2:55]1. (5) Given the product [Br:5][C:6]1[CH:11]=[CH:10][C:9]([CH2:12][C@H:13]([C:15]2[NH:19][C:18]3[CH:20]=[CH:21][C:22]([CH3:24])=[CH:23][C:17]=3[N:16]=2)[NH2:14])=[CH:8][CH:7]=1, predict the reactants needed to synthesize it. The reactants are: N#N.Cl.Cl.[Br:5][C:6]1[CH:11]=[CH:10][C:9]([CH2:12][C@H:13]([C:15]2[NH:19][C:18]3[CH:20]=[CH:21][C:22]([CH3:24])=[CH:23][C:17]=3[N:16]=2)[NH2:14])=[CH:8][CH:7]=1.[OH-].[Na+]. (6) Given the product [OH:1][C:2]1[C:7]([C:8]([NH:47][C@H:48]([C:61]2[CH:62]=[CH:63][CH:64]=[CH:65][CH:66]=2)[C:49]2[CH:50]=[C:51]([P:55]([CH3:60])(=[O:59])[O:56][CH2:57][CH3:58])[CH:52]=[CH:53][CH:54]=2)=[O:10])=[CH:6][N:5]=[C:4]([N:11]2[CH:15]=[CH:14][CH:13]=[N:12]2)[N:3]=1, predict the reactants needed to synthesize it. The reactants are: [OH:1][C:2]1[C:7]([C:8]([OH:10])=O)=[CH:6][N:5]=[C:4]([N:11]2[CH:15]=[CH:14][CH:13]=[N:12]2)[N:3]=1.CCN(CC)CC.CN(C(ON1N=NC2C=CC=NC1=2)=[N+](C)C)C.F[P-](F)(F)(F)(F)F.[NH2:47][C@H:48]([C:61]1[CH:66]=[CH:65][CH:64]=[CH:63][CH:62]=1)[C:49]1[CH:50]=[C:51]([P:55]([CH3:60])(=[O:59])[O:56][CH2:57][CH3:58])[CH:52]=[CH:53][CH:54]=1. (7) Given the product [CH2:1]([O:3][C:4]([C:6]1[C:7]([CH3:17])=[N:8][C:9]([NH:28][CH2:27][CH2:26][CH2:25][CH:22]2[CH2:21][CH2:20][N:19]([CH3:18])[CH2:24][CH2:23]2)=[N:10][CH:11]=1)=[O:5])[CH3:2], predict the reactants needed to synthesize it. The reactants are: [CH2:1]([O:3][C:4]([C:6]1[C:7]([CH3:17])=[N:8][C:9](S(CC)(=O)=O)=[N:10][CH:11]=1)=[O:5])[CH3:2].[CH3:18][N:19]1[CH2:24][CH2:23][CH:22]([CH2:25][CH2:26][CH2:27][NH2:28])[CH2:21][CH2:20]1. (8) The reactants are: [OH:1][C:2]1[CH:7]=[CH:6][CH:5]=[CH:4][C:3]=1[C:8]1[N:13]=[C:12]([N:14]2[C:18]([C:19]([F:22])([F:21])[F:20])=[C:17]([C:23]([O:25][CH2:26][CH3:27])=[O:24])[CH:16]=[N:15]2)[CH:11]=[CH:10][CH:9]=1.C(=O)([O-])[O-].[Cs+].[Cs+].CN(C=O)C.CCO[C:42]([CH3:44])=O. Given the product [C:3]1([CH2:8][CH2:9][C:42]2[CH:44]=[CH:16][C:17]([CH2:23][O:1][C:2]3[CH:7]=[CH:6][CH:5]=[CH:4][C:3]=3[C:8]3[N:13]=[C:12]([N:14]4[C:18]([C:19]([F:22])([F:21])[F:20])=[C:17]([C:23]([O:25][CH2:26][CH3:27])=[O:24])[CH:16]=[N:15]4)[CH:11]=[CH:10][CH:9]=3)=[CH:18][CH:19]=2)[CH:4]=[CH:5][CH:6]=[CH:7][CH:2]=1, predict the reactants needed to synthesize it.